From a dataset of Full USPTO retrosynthesis dataset with 1.9M reactions from patents (1976-2016). Predict the reactants needed to synthesize the given product. (1) Given the product [CH3:2][N:3]([S:30]([C:27]1[CH:26]=[CH:25][C:24]([C:23]([F:22])([F:34])[F:35])=[CH:29][CH:28]=1)(=[O:32])=[O:31])[C@H:4]1[CH2:9][CH2:8][C@H:7]([C:10]([OH:12])=[O:11])[CH2:6][CH2:5]1, predict the reactants needed to synthesize it. The reactants are: Cl.[CH3:2][NH:3][C@H:4]1[CH2:9][CH2:8][C@H:7]([C:10]([OH:12])=[O:11])[CH2:6][CH2:5]1.C[Si](C)(C)N[Si](C)(C)C.[F:22][C:23]([F:35])([F:34])[C:24]1[CH:29]=[CH:28][C:27]([S:30](Cl)(=[O:32])=[O:31])=[CH:26][CH:25]=1.[OH-].[Na+].Cl. (2) Given the product [CH2:19]([O:23][C:24]1[CH:25]=[C:26]([CH:29]=[CH:30][C:31]=1[O:32][CH3:33])[CH2:27][N:16]1[CH2:17][CH2:18][CH:13]([NH:12][C:4]2[O:5][C:6]3[CH:7]=[N:8][CH:9]=[CH:10][C:11]=3[N:3]=2)[CH2:14][CH2:15]1)[CH:20]([CH3:21])[CH3:22], predict the reactants needed to synthesize it. The reactants are: Cl.Cl.[N:3]1[C:11]2[CH:10]=[CH:9][N:8]=[CH:7][C:6]=2[O:5][C:4]=1[NH:12][CH:13]1[CH2:18][CH2:17][NH:16][CH2:15][CH2:14]1.[CH2:19]([O:23][C:24]1[CH:25]=[C:26]([CH:29]=[CH:30][C:31]=1[O:32][CH3:33])[CH:27]=O)[CH:20]([CH3:22])[CH3:21].C([BH3-])#N.[Na+].C(N(C(C)C)C(C)C)C. (3) Given the product [CH3:6][O:7][C:8]1[CH:13]=[CH:12][C:11]([CH2:14][CH2:15][OH:16])=[CH:10][CH:9]=1, predict the reactants needed to synthesize it. The reactants are: C1COCC1.[CH3:6][O:7][C:8]1[CH:13]=[CH:12][C:11]([CH2:14][C:15](O)=[O:16])=[CH:10][CH:9]=1. (4) Given the product [O:9]1[C:10]2=[CH:16][CH:15]=[CH:14][C:13]([C:17]([NH2:24])=[O:19])=[C:11]2[N:12]=[CH:8]1, predict the reactants needed to synthesize it. The reactants are: C[C@@H]1N([C:8]2[O:9][C:10]3[C:11](=[C:13]([C:17]([OH:19])=O)[CH:14]=[CH:15][CH:16]=3)[N:12]=2)[C@@H](C)COC1.Cl.Cl.C[N:24]1C2CCC1CC(N)C2.